From a dataset of Full USPTO retrosynthesis dataset with 1.9M reactions from patents (1976-2016). Predict the reactants needed to synthesize the given product. (1) Given the product [C:2]1([C:14]2[CH:19]=[CH:18][CH:17]=[CH:16][CH:15]=2)[CH:7]=[CH:6][CH:5]=[CH:4][C:3]=1[C:8]1([C:11]([OH:13])=[O:12])[CH2:10][CH2:9]1, predict the reactants needed to synthesize it. The reactants are: Br[C:2]1[CH:7]=[CH:6][CH:5]=[CH:4][C:3]=1[C:8]1([C:11]([OH:13])=[O:12])[CH2:10][CH2:9]1.[C:14]1(B(O)O)[CH:19]=[CH:18][CH:17]=[CH:16][CH:15]=1.C(=O)([O-])[O-].[Na+].[Na+]. (2) Given the product [N+:1]([C:4]1[CH:6]([C:5]2[CH:8]=[CH:9][CH:10]=[CH:11][C:4]=2[N+:1]([O-:3])=[O:2])[C:17]2[C:13](=[N:14][NH:15][CH:16]=2)[NH:12][C:5]=1[CH2:8][CH2:9][CH3:10])([O-:3])=[O:2], predict the reactants needed to synthesize it. The reactants are: [N+:1]([C:4]1[CH:11]=[CH:10][CH:9]=[CH:8][C:5]=1[CH:6]=O)([O-:3])=[O:2].[NH2:12][C:13]1[CH:17]=[CH:16][NH:15][N:14]=1. (3) Given the product [CH2:16]([C:5]1([CH2:14][CH2:2][CH2:3][CH3:4])[C:4]2[CH:3]=[C:2]([Br:1])[CH:14]=[CH:13][C:12]=2[C:11]2[C:6]1=[CH:7][C:8]([Br:15])=[CH:9][CH:10]=2)[CH2:17][CH2:18][CH3:19], predict the reactants needed to synthesize it. The reactants are: [Br:1][C:2]1[CH:14]=[CH:13][C:12]2[C:11]3[C:6](=[CH:7][C:8]([Br:15])=[CH:9][CH:10]=3)[CH2:5][C:4]=2[CH:3]=1.[CH2:16](Br)[CH2:17][CH2:18][CH3:19].[OH-].[Na+]. (4) The reactants are: Cl.[Cl-].[NH4+].[NH2:4][CH:5]([CH2:12][C:13]([O:15][CH2:16][CH3:17])=[O:14])[CH2:6][C:7]([O:9][CH2:10][CH3:11])=[O:8].[N:18]([O-])=O.[Na+]. Given the product [N:4]([CH:5]([CH2:6][C:7]([O:9][CH2:10][CH3:11])=[O:8])[CH2:12][C:13]([O:15][CH2:16][CH3:17])=[O:14])=[NH:18], predict the reactants needed to synthesize it. (5) The reactants are: [Br:1][C:2]1[C:6]2[N:7]=[C:8]([C:16]3[C:21]([F:22])=[CH:20][CH:19]=[CH:18][C:17]=3[F:23])[C:9]3[CH:10]=[C:11]([I:15])[CH:12]=[CH:13][C:14]=3[C:5]=2[NH:4][N:3]=1.C(N(C(C)C)CC)(C)C.[CH3:33][Si:34]([CH3:41])([CH3:40])[CH2:35][CH2:36][O:37][CH2:38]Cl.O. Given the product [Br:1][C:2]1[C:6]2[N:7]=[C:8]([C:16]3[C:17]([F:23])=[CH:18][CH:19]=[CH:20][C:21]=3[F:22])[C:9]3[CH:10]=[C:11]([I:15])[CH:12]=[CH:13][C:14]=3[C:5]=2[N:4]([CH2:38][O:37][CH2:36][CH2:35][Si:34]([CH3:41])([CH3:40])[CH3:33])[N:3]=1, predict the reactants needed to synthesize it. (6) Given the product [Cl:1][C:2]1[CH:7]=[C:6]([O:8][CH2:9][C:10]2[CH:15]=[CH:14][CH:13]=[CH:12][CH:11]=2)[CH:5]=[C:4]([Cl:16])[C:3]=1[O:17][CH2:25][CH2:26][CH2:27][OH:28], predict the reactants needed to synthesize it. The reactants are: [Cl:1][C:2]1[CH:7]=[C:6]([O:8][CH2:9][C:10]2[CH:15]=[CH:14][CH:13]=[CH:12][CH:11]=2)[CH:5]=[C:4]([Cl:16])[C:3]=1[OH:17].C(=O)([O-])[O-].[K+].[K+].Br[CH2:25][CH2:26][CH2:27][OH:28].O.